From a dataset of Peptide-MHC class II binding affinity with 134,281 pairs from IEDB. Regression. Given a peptide amino acid sequence and an MHC pseudo amino acid sequence, predict their binding affinity value. This is MHC class II binding data. (1) The MHC is DRB3_0202 with pseudo-sequence DRB3_0202. The binding affinity (normalized) is 0. The peptide sequence is PPPPQLGASPYKLGP. (2) The peptide sequence is FVAAAKYMVIQGEPG. The MHC is HLA-DPA10103-DPB10201 with pseudo-sequence HLA-DPA10103-DPB10201. The binding affinity (normalized) is 0.614. (3) The peptide sequence is KMMNMEAANLAEVRS. The MHC is DRB1_0301 with pseudo-sequence DRB1_0301. The binding affinity (normalized) is 0.215.